From a dataset of Forward reaction prediction with 1.9M reactions from USPTO patents (1976-2016). Predict the product of the given reaction. (1) Given the reactants [CH2:1]([O:8][C:9](=[O:33])[CH2:10][C@H:11]([C:13]1[C:14]([N:20]2[CH2:25][CH2:24][N:23]([C:26]([O:28][C:29]([CH3:32])([CH3:31])[CH3:30])=[O:27])[CH2:22][CH2:21]2)=[N:15][CH:16]=[N:17][C:18]=1Cl)[CH3:12])[C:2]1[CH:7]=[CH:6][CH:5]=[CH:4][CH:3]=1, predict the reaction product. The product is: [CH2:1]([O:8][C:9](=[O:33])[CH2:10][C@H:11]([C:13]1[C:18]([C:26]([O:28][CH:29]([CH3:31])[CH3:30])=[O:27])=[N:17][CH:16]=[N:15][C:14]=1[N:20]1[CH2:25][CH2:24][N:23]([C:26]([O:28][C:29]([CH3:32])([CH3:31])[CH3:30])=[O:27])[CH2:22][CH2:21]1)[CH3:12])[C:2]1[CH:7]=[CH:6][CH:5]=[CH:4][CH:3]=1. (2) Given the reactants [CH:1]1([NH:4][C:5]([C:7]2[CH:8]=[CH:9][C:10]([CH3:36])=[C:11]([C:13]3[CH:14]=[C:15]4[C:20](=[CH:21][CH:22]=3)[N:19]=[C:18]([N:23]3[CH2:27][CH2:26][CH:25]([NH:28]C(=O)OC(C)(C)C)[CH2:24]3)[N:17]=[CH:16]4)[CH:12]=2)=[O:6])[CH2:3][CH2:2]1, predict the reaction product. The product is: [NH2:28][CH:25]1[CH2:26][CH2:27][N:23]([C:18]2[N:17]=[CH:16][C:15]3[C:20](=[CH:21][CH:22]=[C:13]([C:11]4[CH:12]=[C:7]([CH:8]=[CH:9][C:10]=4[CH3:36])[C:5]([NH:4][CH:1]4[CH2:2][CH2:3]4)=[O:6])[CH:14]=3)[N:19]=2)[CH2:24]1. (3) Given the reactants [CH3:1][C:2]([O:5][C:6]([N:8]1[CH2:13][CH2:12][CH:11]([CH2:14][C:15]2[CH:20]=[CH:19][C:18]([F:21])=[CH:17][CH:16]=2)[CH2:10][CH2:9]1)=[O:7])([CH3:4])[CH3:3].[CH3:22]N(CCN(C)C)C.C([Li])(CC)C.IC, predict the reaction product. The product is: [CH3:4][C:2]([O:5][C:6]([N:8]1[CH2:9][CH2:10][CH:11]([CH2:14][C:15]2[CH:16]=[CH:17][C:18]([F:21])=[CH:19][CH:20]=2)[CH2:12][CH:13]1[CH3:22])=[O:7])([CH3:1])[CH3:3]. (4) Given the reactants [Cl:1][C:2]1[CH:3]=[C:4]2[C:8](=[CH:9][CH:10]=1)[N:7]([C:11]1[N:15]([CH3:16])[N:14]=[C:13]([CH3:17])[C:12]=1[CH:18]=O)[CH:6]=[CH:5]2.[C:20]([OH:25])(=[O:24])[C:21]([CH3:23])=[O:22].C(=O)([O-])[O-].[Na+].[Na+], predict the reaction product. The product is: [Cl:1][C:2]1[CH:3]=[C:4]2[C:8](=[CH:9][CH:10]=1)[N:7]([C:11]1[N:15]([CH3:16])[N:14]=[C:13]([CH3:17])[C:12]=1/[CH:18]=[CH:23]/[C:21](=[O:22])[C:20]([OH:25])=[O:24])[CH:6]=[CH:5]2. (5) Given the reactants [O:1]=[C:2]1[C:10]2[C:5](=[CH:6][CH:7]=[CH:8][CH:9]=2)[C:4](=[O:11])[N:3]1[CH:12]1[C:21]2[C:16](=[CH:17][CH:18]=[C:19]([O:22][CH3:23])[CH:20]=2)[CH2:15][N:14](C(OC(C)(C)C)=O)[CH2:13]1.[ClH:31].O1CCOCC1, predict the reaction product. The product is: [ClH:31].[CH3:23][O:22][C:19]1[CH:20]=[C:21]2[C:16](=[CH:17][CH:18]=1)[CH2:15][NH:14][CH2:13][CH:12]2[N:3]1[C:4](=[O:11])[C:5]2[C:10](=[CH:9][CH:8]=[CH:7][CH:6]=2)[C:2]1=[O:1]. (6) Given the reactants [F:1][C:2]1[CH:32]=[CH:31][CH:30]=[C:29]([F:33])[C:3]=1[C:4]([NH:6][C:7]1[CH:12]=[CH:11][C:10]([C:13]2[C:18]([CH3:19])=[CH:17][CH:16]=[C:15]([C:20]3[CH2:24][C:23]([CH3:28])([C:25]([OH:27])=O)[O:22][N:21]=3)[CH:14]=2)=[CH:9][CH:8]=1)=[O:5].S(Cl)(Cl)=O.[CH:38]1([NH2:41])[CH2:40][CH2:39]1.C(N(CC)CC)C, predict the reaction product. The product is: [CH:38]1([NH:41][C:25]([C:23]2([CH3:28])[O:22][N:21]=[C:20]([C:15]3[CH:14]=[C:13]([C:10]4[CH:11]=[CH:12][C:7]([NH:6][C:4](=[O:5])[C:3]5[C:29]([F:33])=[CH:30][CH:31]=[CH:32][C:2]=5[F:1])=[CH:8][CH:9]=4)[C:18]([CH3:19])=[CH:17][CH:16]=3)[CH2:24]2)=[O:27])[CH2:40][CH2:39]1.